Dataset: Full USPTO retrosynthesis dataset with 1.9M reactions from patents (1976-2016). Task: Predict the reactants needed to synthesize the given product. (1) Given the product [N+:1]([C:4]1[CH:5]=[CH:6][C:7]([O:8][C:9]([CH3:15])([CH3:14])[C:10]([OH:12])=[O:11])=[CH:16][CH:17]=1)([O-:3])=[O:2], predict the reactants needed to synthesize it. The reactants are: [N+:1]([C:4]1[CH:17]=[CH:16][C:7]([O:8][C:9]([CH3:15])([CH3:14])[C:10]([O:12]C)=[O:11])=[CH:6][CH:5]=1)([O-:3])=[O:2].O.[OH-].[Na+].Cl. (2) Given the product [F:10][C:11]1[C:16]([CH:17]([OH:18])[C:9]2[C:2]3[C:3](=[N:4][CH:5]=[CH:6][N:1]=3)[NH:7][CH:8]=2)=[C:15]([F:19])[CH:14]=[CH:13][C:12]=1[NH:20][S:21]([CH2:24][CH2:25][CH3:26])(=[O:23])=[O:22], predict the reactants needed to synthesize it. The reactants are: [N:1]1[CH:6]=[CH:5][N:4]=[C:3]2[NH:7][CH:8]=[CH:9][C:2]=12.[F:10][C:11]1[C:16]([CH:17]=[O:18])=[C:15]([F:19])[CH:14]=[CH:13][C:12]=1[NH:20][S:21]([CH2:24][CH2:25][CH3:26])(=[O:23])=[O:22].[OH-].[K+].[Cl-].[NH4+].